Dataset: Catalyst prediction with 721,799 reactions and 888 catalyst types from USPTO. Task: Predict which catalyst facilitates the given reaction. (1) Reactant: [Br:1][C:2]1[C:3]([CH3:14])=[C:4]([C:8](=[O:13])[CH2:9][CH2:10][CH2:11][CH3:12])[CH:5]=[CH:6][CH:7]=1.[BH4-].[Na+]. Product: [Br:1][C:2]1[C:3]([CH3:14])=[C:4]([CH:8]([OH:13])[CH2:9][CH2:10][CH2:11][CH3:12])[CH:5]=[CH:6][CH:7]=1. The catalyst class is: 20. (2) Reactant: C([S@]([NH:7][C@:8]([C:20]1[CH:21]=[N:22][C:23]([N:26]2[CH2:31][CH2:30][N:29](C(OC(C)(C)C)=O)[CH2:28][CH2:27]2)=[N:24][CH:25]=1)([C:13]1[CH:18]=[CH:17][C:16]([F:19])=[CH:15][CH:14]=1)[C:9]([F:12])([F:11])[F:10])=O)(C)(C)C.CO. Product: [F:12][C:9]([F:10])([F:11])[C@:8]([C:13]1[CH:14]=[CH:15][C:16]([F:19])=[CH:17][CH:18]=1)([C:20]1[CH:21]=[N:22][C:23]([N:26]2[CH2:31][CH2:30][NH:29][CH2:28][CH2:27]2)=[N:24][CH:25]=1)[NH2:7]. The catalyst class is: 89. (3) Reactant: [Cl:1][C:2]1[C:3]([N:8](COCCOC)[S:9]([C:12]2[C:20]3[C:15](=[N:16][CH:17]=[CH:18][CH:19]=3)[S:14][C:13]=2[CH2:21][C:22]2[CH:27]=[C:26]3[O:28][CH2:29][O:30][C:25]3=[CH:24][C:23]=2[CH3:31])(=[O:11])=[O:10])=[N:4][O:5][C:6]=1[CH3:7].Cl. The catalyst class is: 5. Product: [Cl:1][C:2]1[C:3]([NH:8][S:9]([C:12]2[C:20]3[C:15](=[N:16][CH:17]=[CH:18][CH:19]=3)[S:14][C:13]=2[CH2:21][C:22]2[CH:27]=[C:26]3[O:28][CH2:29][O:30][C:25]3=[CH:24][C:23]=2[CH3:31])(=[O:11])=[O:10])=[N:4][O:5][C:6]=1[CH3:7]. (4) Reactant: [O:1]([C:8]1[CH:9]=[C:10]([CH:35]=[CH:36][CH:37]=1)[C:11]([NH:13][CH:14]([C:16]1[N:21]=[N:20][C:19]([NH:22][C:23]2[CH:28]=[C:27]([O:29][CH3:30])[C:26]([O:31][CH3:32])=[C:25]([O:33][CH3:34])[CH:24]=2)=[N:18][CH:17]=1)[CH3:15])=O)[C:2]1[CH:7]=[CH:6][CH:5]=[CH:4][CH:3]=1.N1C=NC=N1.P(Cl)(Cl)(Cl)=O. Product: [CH3:15][C:14]1[N:13]=[C:11]([C:10]2[CH:35]=[CH:36][CH:37]=[C:8]([O:1][C:2]3[CH:7]=[CH:6][CH:5]=[CH:4][CH:3]=3)[CH:9]=2)[N:21]2[C:16]=1[CH:17]=[N:18][C:19]([NH:22][C:23]1[CH:28]=[C:27]([O:29][CH3:30])[C:26]([O:31][CH3:32])=[C:25]([O:33][CH3:34])[CH:24]=1)=[N:20]2. The catalyst class is: 17. (5) Reactant: [CH2:1]([C:3]1[CH:8]=[C:7]([N+:9]([O-:11])=[O:10])[CH:6]=[CH:5][C:4]=1[OH:12])[CH3:2].C(=O)([O-])[O-].[K+].[K+].Br[CH2:20][CH2:21][O:22][CH:23]1[CH2:28][CH2:27][CH2:26][CH2:25][O:24]1. Product: [CH2:1]([C:3]1[CH:8]=[C:7]([N+:9]([O-:11])=[O:10])[CH:6]=[CH:5][C:4]=1[O:12][CH2:20][CH2:21][O:22][CH:23]1[CH2:28][CH2:27][CH2:26][CH2:25][O:24]1)[CH3:2]. The catalyst class is: 10. (6) Reactant: [Br:1][C:2]1[C:3]([O:13][CH2:14][CH2:15][CH2:16][C:17]2[C:18]([CH2:32][CH2:33][CH3:34])=[N:19][N:20]([C:22]3[CH:27]=[CH:26][C:25]([C:28]([F:31])([F:30])[F:29])=[CH:24][N:23]=3)[CH:21]=2)=[C:4]([CH2:8][C:9]([O:11]C)=[O:10])[CH:5]=[CH:6][CH:7]=1.[OH-].[Na+].O1CCCC1.Cl. Product: [Br:1][C:2]1[C:3]([O:13][CH2:14][CH2:15][CH2:16][C:17]2[C:18]([CH2:32][CH2:33][CH3:34])=[N:19][N:20]([C:22]3[CH:27]=[CH:26][C:25]([C:28]([F:31])([F:29])[F:30])=[CH:24][N:23]=3)[CH:21]=2)=[C:4]([CH2:8][C:9]([OH:11])=[O:10])[CH:5]=[CH:6][CH:7]=1. The catalyst class is: 5. (7) Reactant: [F:1][C:2]1[CH:7]=[CH:6][CH:5]=[CH:4][C:3]=1[C@:8]12[CH2:15][C@@H:14]([O:16][CH3:17])[CH2:13][C@H:12]1[CH2:11][O:10][NH:9]2. Product: [NH2:9][C@@:8]1([C:3]2[CH:4]=[CH:5][CH:6]=[CH:7][C:2]=2[F:1])[CH2:15][C@@H:14]([O:16][CH3:17])[CH2:13][C@H:12]1[CH2:11][OH:10]. The catalyst class is: 183.